This data is from Peptide-MHC class II binding affinity with 134,281 pairs from IEDB. The task is: Regression. Given a peptide amino acid sequence and an MHC pseudo amino acid sequence, predict their binding affinity value. This is MHC class II binding data. (1) The MHC is DRB1_1101 with pseudo-sequence DRB1_1101. The peptide sequence is RFFLPIFSEFVLLAT. The binding affinity (normalized) is 0.615. (2) The peptide sequence is YDKFLANVSTVLYGK. The MHC is DRB1_0101 with pseudo-sequence DRB1_0101. The binding affinity (normalized) is 1.000. (3) The binding affinity (normalized) is 0.233. The peptide sequence is VVVHITDDNEEPIAA. The MHC is DRB1_0802 with pseudo-sequence DRB1_0802. (4) The peptide sequence is MLRKKQITVLDLHPGAGK. The MHC is DRB3_0101 with pseudo-sequence DRB3_0101. The binding affinity (normalized) is 0.174.